From a dataset of Reaction yield outcomes from USPTO patents with 853,638 reactions. Predict the reaction yield, written as a fraction of the theoretical maximum amount of product (1.0 means a 100% yield; for example, 0.34 means a 34% yield). (1) The catalyst is C1COCC1.O. The yield is 0.830. The product is [C:10]([O:14][C:15]([N:17]1[CH2:22][CH2:21][C:20]([CH2:30][C:29]2[CH:32]=[CH:33][C:26]([Cl:25])=[CH:27][CH:28]=2)([C:23]#[N:24])[CH2:19][CH2:18]1)=[O:16])([CH3:13])([CH3:11])[CH3:12]. The reactants are C(N)(C)C.C([Li])CCC.[C:10]([O:14][C:15]([N:17]1[CH2:22][CH2:21][CH:20]([C:23]#[N:24])[CH2:19][CH2:18]1)=[O:16])([CH3:13])([CH3:12])[CH3:11].[Cl:25][C:26]1[CH:33]=[CH:32][C:29]([CH2:30]Cl)=[CH:28][CH:27]=1. (2) The yield is 0.960. The product is [CH3:1][O:2][C:3](=[O:12])[C:4]1[CH:9]=[C:8]([I:10])[CH:7]=[CH:6][C:5]=1[O:11][CH:19]([CH3:21])[CH3:20]. The catalyst is CC(C)=O. The reactants are [CH3:1][O:2][C:3](=[O:12])[C:4]1[CH:9]=[C:8]([I:10])[CH:7]=[CH:6][C:5]=1[OH:11].C(=O)([O-])[O-].[K+].[K+].[CH:19](I)([CH3:21])[CH3:20]. (3) The reactants are [CH3:1][C:2]1[CH:7]=[CH:6][CH:5]=[CH:4][C:3]=1[CH2:8][CH2:9][C:10]1[CH:15]=[CH:14][N:13]=[CH:12][C:11]=1[C:16]([OH:18])=O.[OH-].[K+]. No catalyst specified. The product is [CH3:1][C:2]1[C:3]2[CH2:8][CH2:9][C:10]3[CH:15]=[CH:14][N:13]=[CH:12][C:11]=3[C:16](=[O:18])[C:4]=2[CH:5]=[CH:6][CH:7]=1. The yield is 0.380. (4) The reactants are [F:1][C:2]1[CH:7]=[C:6]([F:8])[CH:5]=[CH:4][C:3]=1[CH3:9].[I:10]N1C(=O)CCC1=O. The catalyst is FC(F)(F)C(O)=O. The product is [F:8][C:6]1[CH:7]=[C:2]([F:1])[C:3]([CH3:9])=[CH:4][C:5]=1[I:10]. The yield is 0.900. (5) The reactants are C[O:2][C:3]([C:5]1[C:13]([NH:14][C:15]2[CH:20]=[CH:19][C:18]([Br:21])=[CH:17][C:16]=2[CH3:22])=[C:12]([F:23])[C:8]2[NH:9][CH:10]=[N:11][C:7]=2[CH:6]=1)=O.O.[NH2:25][NH2:26]. The catalyst is CCO. The product is [Br:21][C:18]1[CH:19]=[CH:20][C:15]([NH:14][C:13]2[C:5]([C:3]([NH:25][NH2:26])=[O:2])=[CH:6][C:7]3[NH:11][CH:10]=[N:9][C:8]=3[C:12]=2[F:23])=[C:16]([CH3:22])[CH:17]=1. The yield is 0.810.